This data is from CYP3A4 inhibition data for predicting drug metabolism from PubChem BioAssay. The task is: Regression/Classification. Given a drug SMILES string, predict its absorption, distribution, metabolism, or excretion properties. Task type varies by dataset: regression for continuous measurements (e.g., permeability, clearance, half-life) or binary classification for categorical outcomes (e.g., BBB penetration, CYP inhibition). Dataset: cyp3a4_veith. (1) The result is 1 (inhibitor). The compound is Cc1nc(SCC(=O)Nc2ccc3c(c2)OCCO3)c2oc3ccccc3c2n1. (2) The result is 1 (inhibitor). The compound is CNC(=O)c1ccc(-c2sc3nc(N4CCOCC4)c4c(c3c2N)CC(C)(C)OC4)o1.